The task is: Predict the reaction yield, written as a fraction of the theoretical maximum amount of product (1.0 means a 100% yield; for example, 0.34 means a 34% yield).. This data is from Reaction yield outcomes from USPTO patents with 853,638 reactions. The reactants are O[C:2]([C:5]1[CH:10]=[C:9]([O:11][CH3:12])[CH:8]=[CH:7][C:6]=1[OH:13])([CH3:4])[CH3:3].C([O-])=O.[NH4+]. The catalyst is CC(O)=O.O.[Pd]. The product is [CH:2]([C:5]1[CH:10]=[C:9]([O:11][CH3:12])[CH:8]=[CH:7][C:6]=1[OH:13])([CH3:4])[CH3:3]. The yield is 0.970.